Dataset: Forward reaction prediction with 1.9M reactions from USPTO patents (1976-2016). Task: Predict the product of the given reaction. (1) The product is: [Cl:31][C:28]1[CH:29]=[CH:30][C:25]([CH:17]([C:18]2[CH:19]=[CH:20][C:21]([Cl:24])=[CH:22][CH:23]=2)[N:15]2[CH2:16][C:13](=[C:4]([C:5]3[CH:6]=[C:7]([F:12])[CH:8]=[C:9]([F:11])[CH:10]=3)[CH2:3][OH:2])[CH2:14]2)=[CH:26][CH:27]=1. Given the reactants C[O:2][C:3](=O)[C:4](=[C:13]1[CH2:16][N:15]([CH:17]([C:25]2[CH:30]=[CH:29][C:28]([Cl:31])=[CH:27][CH:26]=2)[C:18]2[CH:23]=[CH:22][C:21]([Cl:24])=[CH:20][CH:19]=2)[CH2:14]1)[C:5]1[CH:10]=[C:9]([F:11])[CH:8]=[C:7]([F:12])[CH:6]=1.CC(C[AlH]CC(C)C)C.O.O.O.O.O.O.O.O.O.O.S([O-])([O-])(=O)=O.[Na+].[Na+], predict the reaction product. (2) Given the reactants Br[C:2]1[CH:8]=[CH:7][C:5]([NH2:6])=[C:4]([CH3:9])[CH:3]=1.C([O-])(=O)C.[K+].CC1(C)C(C)(C)OB(B2OC(C)(C)C(C)(C)O2)O1.Cl[C:34]1[N:39]=[C:38]([N:40]2[CH2:45][CH2:44][O:43][CH2:42][C@@H:41]2[CH3:46])[CH:37]=[C:36]([CH2:47][S:48]([CH3:51])(=[O:50])=[O:49])[N:35]=1.C(=O)([O-])[O-].[Na+].[Na+], predict the reaction product. The product is: [CH3:9][C:4]1[CH:3]=[C:2]([C:34]2[N:39]=[C:38]([N:40]3[CH2:45][CH2:44][O:43][CH2:42][C@@H:41]3[CH3:46])[CH:37]=[C:36]([CH2:47][S:48]([CH3:51])(=[O:49])=[O:50])[N:35]=2)[CH:8]=[CH:7][C:5]=1[NH2:6]. (3) The product is: [C:3]([O:7][C:8]([N:10]1[CH2:14][C@@H:13]([CH2:15][N:16]([CH:33]([CH3:34])[CH3:35])[C:17](=[O:32])[C:18]2[CH:23]=[CH:22][C:21]([O:24][CH3:25])=[C:20]([O:26][CH2:27][CH2:28][CH2:29][O:30][CH3:31])[CH:19]=2)[C@H:12]([O:36][CH2:37][C:38]2[CH:43]=[CH:42][CH:41]=[CH:40][CH:39]=2)[CH2:11]1)=[O:9])([CH3:5])([CH3:6])[CH3:4]. Given the reactants [H-].[Na+].[C:3]([O:7][C:8]([N:10]1[CH2:14][C@@H:13]([CH2:15][N:16]([CH:33]([CH3:35])[CH3:34])[C:17](=[O:32])[C:18]2[CH:23]=[CH:22][C:21]([O:24][CH3:25])=[C:20]([O:26][CH2:27][CH2:28][CH2:29][O:30][CH3:31])[CH:19]=2)[C@H:12]([OH:36])[CH2:11]1)=[O:9])([CH3:6])([CH3:5])[CH3:4].[CH2:37](Br)[C:38]1[CH:43]=[CH:42][CH:41]=[CH:40][CH:39]=1.O, predict the reaction product. (4) The product is: [NH2:1][C@H:2]1[C:7]([F:9])([F:8])[CH2:6][CH2:5][CH2:4][C@H:3]1[NH:10][C:11]1[N:12]=[C:13]([NH:19][C:20]2[CH:25]=[CH:24][C:23]([C:26]3[O:30][N:29]=[CH:28][CH:27]=3)=[CH:22][CH:21]=2)[C:14]([C:17]([NH2:18])=[O:37])=[N:15][CH:16]=1. Given the reactants [NH2:1][C@H:2]1[C:7]([F:9])([F:8])[CH2:6][CH2:5][CH2:4][C@H:3]1[NH:10][C:11]1[N:12]=[C:13]([NH:19][C:20]2[CH:25]=[CH:24][C:23]([C:26]3[O:30][N:29]=[CH:28][CH:27]=3)=[CH:22][CH:21]=2)[C:14]([C:17]#[N:18])=[N:15][CH:16]=1.[OH-].[Na+].OO.CC(O)=[O:37], predict the reaction product. (5) Given the reactants C([Li])CCC.[C:6]([O:10][C:11](=[O:40])[N:12]([C:14]1[CH:19]=[C:18]([CH3:20])[C:17]([CH2:21][CH:22]([S:26]([N:29]2[CH2:38][CH2:37][C:32]3([O:36][CH2:35][CH2:34][O:33]3)[CH2:31][CH2:30]2)(=[O:28])=[O:27])[CH2:23][CH2:24]Cl)=[C:16]([CH3:39])[CH:15]=1)[CH3:13])([CH3:9])([CH3:8])[CH3:7].[Cl-].[NH4+], predict the reaction product. The product is: [C:6]([O:10][C:11](=[O:40])[N:12]([C:14]1[CH:19]=[C:18]([CH3:20])[C:17]([CH2:21][C:22]2([S:26]([N:29]3[CH2:38][CH2:37][C:32]4([O:36][CH2:35][CH2:34][O:33]4)[CH2:31][CH2:30]3)(=[O:28])=[O:27])[CH2:24][CH2:23]2)=[C:16]([CH3:39])[CH:15]=1)[CH3:13])([CH3:9])([CH3:8])[CH3:7].[O:33]1[C:32]2([CH2:31][CH2:30][N:29]([S:26]([C:22]3([CH2:21][C:17]4[C:18]([CH3:20])=[CH:19][C:14]([NH:12][CH3:13])=[CH:15][C:16]=4[CH3:39])[CH2:23][CH2:24]3)(=[O:27])=[O:28])[CH2:38][CH2:37]2)[O:36][CH2:35][CH2:34]1.